From a dataset of Choline transporter screen with 302,306 compounds. Binary Classification. Given a drug SMILES string, predict its activity (active/inactive) in a high-throughput screening assay against a specified biological target. (1) The molecule is Clc1c(S(=O)(=O)N)cc(C(OCC(=O)Nc2cc3c(n(c4c3cccc4)CC)cc2)=O)c(Cl)c1. The result is 0 (inactive). (2) The result is 0 (inactive). The molecule is ClCC(=O)N(NC(=O)C(O)(CC)CC)c1ccccc1.